Dataset: Peptide-MHC class I binding affinity with 185,985 pairs from IEDB/IMGT. Task: Regression. Given a peptide amino acid sequence and an MHC pseudo amino acid sequence, predict their binding affinity value. This is MHC class I binding data. (1) The peptide sequence is WLWVSSSDM. The MHC is HLA-B44:02 with pseudo-sequence HLA-B44:02. The binding affinity (normalized) is 0.0847. (2) The peptide sequence is AVNHYFKTR. The MHC is HLA-A11:01 with pseudo-sequence HLA-A11:01. The binding affinity (normalized) is 0.620. (3) The peptide sequence is AHSYDIPVL. The MHC is HLA-B39:01 with pseudo-sequence HLA-B39:01. The binding affinity (normalized) is 0.655. (4) The peptide sequence is SIISLFYTFA. The MHC is HLA-A02:03 with pseudo-sequence HLA-A02:03. The binding affinity (normalized) is 0.692. (5) The peptide sequence is GYTMHANYIF. The MHC is HLA-A26:01 with pseudo-sequence HLA-A26:01. The binding affinity (normalized) is 0.0181.